This data is from Catalyst prediction with 721,799 reactions and 888 catalyst types from USPTO. The task is: Predict which catalyst facilitates the given reaction. (1) Reactant: [OH:1][C:2]1[CH:3]=[C:4]2[C:13](=[C:14]([OH:16])[CH:15]=1)[C:12](=[O:17])[C:11]1[C:6](=[CH:7][CH:8]=[C:9]3[CH:21]=[CH:20][CH:19]=[CH:18][C:10]3=1)[O:5]2.[CH2:22]1[S:24][CH:23]1[CH2:25]Cl. Product: [OH:16][C:14]1[CH:15]=[C:2]([O:1][CH2:25][CH:23]2[CH2:22][S:24]2)[CH:3]=[C:4]2[C:13]=1[C:12](=[O:17])[C:11]1[C:6](=[CH:7][CH:8]=[C:9]3[CH:21]=[CH:20][CH:19]=[CH:18][C:10]3=1)[O:5]2. The catalyst class is: 21. (2) Reactant: [CH:1]12[CH2:7][CH:4]([CH2:5][CH2:6]1)[CH2:3][C@@H:2]2[NH:8][C:9]1[C:14]([N+:15]([O-])=O)=[CH:13][N:12]=[C:11]2[CH:18]=[CH:19][S:20][C:10]=12. Product: [CH:1]12[CH2:7][CH:4]([CH2:5][CH2:6]1)[CH2:3][C@@H:2]2[NH:8][C:9]1[C:14]([NH2:15])=[CH:13][N:12]=[C:11]2[CH:18]=[CH:19][S:20][C:10]=12. The catalyst class is: 43. (3) Reactant: [C:1]([C:4]1[C:13]([NH:14][CH3:15])=[CH:12][C:11]2[C:6](=[CH:7][CH:8]=[CH:9][C:10]=2[N+:16]([O-])=O)[N:5]=1)(=[O:3])[CH3:2].[H][H]. Product: [C:1]([C:4]1[C:13]([NH:14][CH3:15])=[CH:12][C:11]2[C:6](=[CH:7][CH:8]=[CH:9][C:10]=2[NH2:16])[N:5]=1)(=[O:3])[CH3:2]. The catalyst class is: 78. (4) Reactant: [Cl:1][C:2]1[CH:7]=[CH:6][CH:5]=[CH:4][C:3]=1[N:8]1[C:12]([C:13]2[O:14][C:15]([C:18]3[CH:23]=[CH:22][CH:21]=[C:20]([S:24]([CH3:27])(=[O:26])=[O:25])[CH:19]=3)=[N:16][N:17]=2)=[CH:11][C:10]([C:28]([O:30]C)=[O:29])=[N:9]1.[OH-].[Li+]. Product: [Cl:1][C:2]1[CH:7]=[CH:6][CH:5]=[CH:4][C:3]=1[N:8]1[C:12]([C:13]2[O:14][C:15]([C:18]3[CH:23]=[CH:22][CH:21]=[C:20]([S:24]([CH3:27])(=[O:26])=[O:25])[CH:19]=3)=[N:16][N:17]=2)=[CH:11][C:10]([C:28]([OH:30])=[O:29])=[N:9]1. The catalyst class is: 20. (5) Reactant: [C:1]([O:5][C:6]([CH3:9])([CH3:8])[CH3:7])(=[O:4])[CH:2]=[CH2:3].[Si]([CH:14]=[N+:15]=[N-:16])(C)(C)C.C(O)(C(F)(F)F)=O. Product: [NH:16]1[CH:2]([C:1]([O:5][C:6]([CH3:9])([CH3:8])[CH3:7])=[O:4])[CH2:3][CH:14]=[N:15]1. The catalyst class is: 308.